From a dataset of Catalyst prediction with 721,799 reactions and 888 catalyst types from USPTO. Predict which catalyst facilitates the given reaction. (1) Reactant: [C:1]([C:5]1[CH:6]=[CH:7][C:8]2[CH2:9][C:10]3[C:15]([C:16]=2[CH:17]=1)=[CH:14][C:13]([C:18]([CH3:21])([CH3:20])[CH3:19])=[CH:12][CH:11]=3)([CH3:4])([CH3:3])[CH3:2].C([Li])CCC.CCCCCC.C(C1C=C(C)C(=[C:42]([C:49]2[CH:54]=[CH:53][CH:52]=[CH:51][CH:50]=2)[C:43]2[CH:48]=[CH:47][CH:46]=[CH:45][CH:44]=2)C=1)(C)(C)C.O. Product: [C:1]([C:5]1[CH:6]=[C:7]([CH:42]([C:43]2[CH:48]=[CH:47][CH:46]=[CH:45][CH:44]=2)[C:49]2[CH:54]=[CH:53][CH:52]=[CH:51][CH:50]=2)[C:8]2[CH2:9][C:10]3[C:15]([C:16]=2[CH:17]=1)=[CH:14][C:13]([C:18]([CH3:21])([CH3:20])[CH3:19])=[CH:12][CH:11]=3)([CH3:4])([CH3:3])[CH3:2]. The catalyst class is: 27. (2) Reactant: [CH2:1]([NH:8][CH2:9][CH:10]1[CH2:19]CC2(OCCO2)CC1)C1C=CC=CC=1.[C:20]([OH:23])(=[O:22])[CH3:21].[CH:24]1CC=CC[CH:25]=1.[CH2:30](O)C. Product: [CH3:1][NH:8][CH:9]1[CH2:10][CH2:19][C:20]2([O:23][CH2:25][CH2:24][O:22]2)[CH2:21][CH2:30]1. The catalyst class is: 45. (3) Reactant: C(OC([N:8]1[C:16]2[C:11](=[CH:12][CH:13]=[C:14]([Cl:17])[CH:15]=2)/[C:10](=[CH:18]/[C:19]2[CH:24]=[C:23]([Cl:25])[CH:22]=[CH:21][C:20]=2[O:26][C:27]([C:34]([O:36][CH2:37][CH3:38])=[O:35])([CH2:31][CH2:32][CH3:33])[CH2:28][CH2:29][CH3:30])/[C:9]1=[O:39])=O)(C)(C)C.[Cl:40][C:41]1[CH:42]=[CH:43][C:44]([CH3:56])=[C:45]([CH:47]=[N:48][C:49]([O:51][Si](C)(C)C)=[CH2:50])[CH:46]=1. Product: [Cl:17][C:14]1[CH:15]=[C:16]2[NH:8][C:9](=[O:39])[C:10]3([CH:18]([C:19]4[CH:24]=[C:23]([Cl:25])[CH:22]=[CH:21][C:20]=4[O:26][C:27]([C:34]([O:36][CH2:37][CH3:38])=[O:35])([CH2:31][CH2:32][CH3:33])[CH2:28][CH2:29][CH3:30])[CH2:51][C:49](=[O:50])[NH:48][CH:47]3[C:45]3[CH:46]=[C:41]([Cl:40])[CH:42]=[CH:43][C:44]=3[CH3:56])[C:11]2=[CH:12][CH:13]=1. The catalyst class is: 11. (4) Reactant: [CH3:1][C@@:2]12[C@@H:10]([OH:11])[CH2:9][CH2:8][C@H:7]1[C@@H:6]1[CH2:12][CH2:13][C:14]3[C@@H:20]([C@H:5]1[CH2:4][CH2:3]2)[CH2:19][CH2:18][C:16](=[O:17])[CH:15]=3.CCCCCCCC(C([NH3+])(C(CCCCCCC)=O)C(CCCCCCC)=O)=O.[Cl-]. Product: [OH:11][C@H:10]1[CH2:9][CH2:8][C@H:7]2[C@H:6]3[C@H:5]([CH2:4][CH2:3][C@:2]12[CH3:1])[C@@H:20]1[C@@H:14]([CH2:15][C:16](=[O:17])[CH2:18][CH2:19]1)[CH2:13][CH2:12]3. The catalyst class is: 46. (5) Reactant: [CH3:1][O:2][C:3]1[N:13]=[CH:12][C:11]2[S:10][CH2:9][CH2:8][NH:7][CH2:6][C:5]=2[CH:4]=1.[CH3:14][O:15][C:16](=[O:25])[C:17]1[CH:22]=[CH:21][CH:20]=[C:19]([CH:23]=O)[CH:18]=1.C(O[BH-](OC(=O)C)OC(=O)C)(=O)C.[Na+]. Product: [CH3:1][O:2][C:3]1[N:13]=[CH:12][C:11]2[S:10][CH2:9][CH2:8][N:7]([CH2:23][C:19]3[CH:18]=[C:17]([CH:22]=[CH:21][CH:20]=3)[C:16]([O:15][CH3:14])=[O:25])[CH2:6][C:5]=2[CH:4]=1. The catalyst class is: 26.